This data is from Forward reaction prediction with 1.9M reactions from USPTO patents (1976-2016). The task is: Predict the product of the given reaction. (1) Given the reactants [NH2:1][C:2]1[CH:3]=[N:4][C:5]([S:8]([CH3:11])(=[O:10])=[O:9])=[CH:6][CH:7]=1.[N:12]([O-])=O.[Na+].[OH-].[Na+].O1CCCC1, predict the reaction product. The product is: [NH:1]([C:2]1[CH:7]=[CH:6][C:5]([S:8]([CH3:11])(=[O:10])=[O:9])=[N:4][CH:3]=1)[NH2:12]. (2) Given the reactants [N+:1]([C:4]1[CH:5]=[C:6]2[CH:12]=[C:11]([C:13]([O:15]C)=[O:14])[NH:10][C:7]2=[N:8][CH:9]=1)([O-:3])=[O:2].C(O)C.[OH-].[Li+], predict the reaction product. The product is: [N+:1]([C:4]1[CH:5]=[C:6]2[CH:12]=[C:11]([C:13]([OH:15])=[O:14])[NH:10][C:7]2=[N:8][CH:9]=1)([O-:3])=[O:2]. (3) Given the reactants [Cl:1][C:2]1[CH:3]=[C:4]([CH:7]=[CH:8][C:9]=1[Cl:10])[CH2:5]Cl.[OH:11][C:12]1[CH:17]=[CH:16][C:15]([N:18]([C:35](=[O:44])/[CH:36]=[CH:37]/[C:38]2[CH:43]=[CH:42][CH:41]=[CH:40][CH:39]=2)[CH2:19][C:20]([N:22]2[CH2:26][CH2:25][C@H:24]([NH:27][C:28](=[O:34])[O:29][C:30]([CH3:33])([CH3:32])[CH3:31])[CH2:23]2)=[O:21])=[CH:14][CH:13]=1.C(=O)([O-])[O-].[Cs+].[Cs+], predict the reaction product. The product is: [Cl:1][C:2]1[CH:3]=[C:4]([CH:7]=[CH:8][C:9]=1[Cl:10])[CH2:5][O:11][C:12]1[CH:17]=[CH:16][C:15]([N:18]([C:35](=[O:44])/[CH:36]=[CH:37]/[C:38]2[CH:43]=[CH:42][CH:41]=[CH:40][CH:39]=2)[CH2:19][C:20]([N:22]2[CH2:26][CH2:25][C@H:24]([NH:27][C:28](=[O:34])[O:29][C:30]([CH3:33])([CH3:32])[CH3:31])[CH2:23]2)=[O:21])=[CH:14][CH:13]=1. (4) Given the reactants [C:1]([O:5][C:6]([N:8]1[CH2:13][CH2:12][N:11]([C:14]([C:16]2[CH:20]=[C:19]([CH3:21])[N:18]([C:22]3[CH:27]=[CH:26][CH:25]=[CH:24][CH:23]=3)[C:17]=2[C:28]2[CH:33]=[CH:32][CH:31]=[CH:30][CH:29]=2)=[O:15])[CH:10]([CH2:34][C:35](O)=[O:36])[CH2:9]1)=[O:7])([CH3:4])([CH3:3])[CH3:2].[C:38]1([C:44]2NN=[N:46][N:45]=2)[CH:43]=[CH:42][CH:41]=[CH:40][CH:39]=1.C1CCC(N=C=NC2CCCCC2)CC1, predict the reaction product. The product is: [CH3:21][C:19]1[N:18]([C:22]2[CH:23]=[CH:24][CH:25]=[CH:26][CH:27]=2)[C:17]([C:28]2[CH:33]=[CH:32][CH:31]=[CH:30][CH:29]=2)=[C:16]([C:14]([N:11]2[CH2:12][CH2:13][N:8]([C:6]([O:5][C:1]([CH3:2])([CH3:3])[CH3:4])=[O:7])[CH2:9][CH:10]2[CH2:34][C:35]2[O:36][C:44]([C:38]3[CH:43]=[CH:42][CH:41]=[CH:40][CH:39]=3)=[N:45][N:46]=2)=[O:15])[CH:20]=1. (5) Given the reactants Br[C:2]1[N:3]=[C:4]([NH:21][C:22]2[CH:27]=[CH:26][C:25]([C:28]([F:31])([F:30])[F:29])=[CH:24][CH:23]=2)[N:5]2[C:10]=1[CH:9]=[C:8]([C:11]1[C:16]([C:17]([F:20])([F:19])[F:18])=[CH:15][CH:14]=[CH:13][N:12]=1)[CH:7]=[N:6]2.[C:32]1(B(O)O)[CH:37]=[CH:36][CH:35]=[CH:34][CH:33]=1.C([O-])([O-])=O.[Na+].[Na+], predict the reaction product. The product is: [C:32]1([C:2]2[N:3]=[C:4]([NH:21][C:22]3[CH:23]=[CH:24][C:25]([C:28]([F:31])([F:29])[F:30])=[CH:26][CH:27]=3)[N:5]3[C:10]=2[CH:9]=[C:8]([C:11]2[C:16]([C:17]([F:20])([F:19])[F:18])=[CH:15][CH:14]=[CH:13][N:12]=2)[CH:7]=[N:6]3)[CH:37]=[CH:36][CH:35]=[CH:34][CH:33]=1. (6) The product is: [F:1][C:2]1[CH:7]=[CH:6][C:5]([O:8][CH:9]([CH3:11])[CH3:10])=[C:4]([NH:12][C:13]([NH2:25])=[S:14])[CH:3]=1. Given the reactants [F:1][C:2]1[CH:7]=[CH:6][C:5]([O:8][CH:9]([CH3:11])[CH3:10])=[C:4]([N:12]=[C:13]=[S:14])[CH:3]=1.C(OC1C=CC=CC=1[N:25]=C=S)(C)C, predict the reaction product. (7) The product is: [NH2:1][C:2]1[C:11]2[N:12]=[C:13]([CH2:31][CH2:32][CH2:33][CH3:34])[N:14]([CH2:15][CH2:16][CH2:17][N:18]([CH2:19][C:20]3[CH:21]=[CH:22][C:23]([CH2:26][C:27]([O:29][CH3:30])=[O:28])=[CH:24][CH:25]=3)[C:35](=[O:37])[CH3:36])[C:10]=2[C:9]2[CH:8]=[CH:7][CH:6]=[CH:5][C:4]=2[N:3]=1. Given the reactants [NH2:1][C:2]1[C:11]2[N:12]=[C:13]([CH2:31][CH2:32][CH2:33][CH3:34])[N:14]([CH2:15][CH2:16][CH2:17][NH:18][CH2:19][C:20]3[CH:25]=[CH:24][C:23]([CH2:26][C:27]([O:29][CH3:30])=[O:28])=[CH:22][CH:21]=3)[C:10]=2[C:9]2[CH:8]=[CH:7][CH:6]=[CH:5][C:4]=2[N:3]=1.[C:35](Cl)(=[O:37])[CH3:36], predict the reaction product.